This data is from Full USPTO retrosynthesis dataset with 1.9M reactions from patents (1976-2016). The task is: Predict the reactants needed to synthesize the given product. (1) Given the product [OH:15][C:13]([CH3:23])([CH3:14])[CH:11]([N:10]1[C:5]2=[N:6][CH:7]=[CH:8][CH:9]=[C:4]2[C:3]([C:16]([O:18][C:19]([CH3:21])([CH3:20])[CH3:22])=[O:17])=[C:2]1[CH3:1])[CH3:12], predict the reactants needed to synthesize it. The reactants are: [CH3:1][C:2]1[N:10]([CH:11]([C:13](=[O:15])[CH3:14])[CH3:12])[C:5]2=[N:6][CH:7]=[CH:8][CH:9]=[C:4]2[C:3]=1[C:16]([O:18][C:19]([CH3:22])([CH3:21])[CH3:20])=[O:17].[CH3:23][Mg+].[Br-].O. (2) Given the product [Br:8][C:9]1[C:17]2[C:12](=[N:13][CH:14]=[C:15]([C:18]3[CH:19]=[C:20]([CH:24]=[CH:25][CH:26]=3)[C:21]([O:23][CH3:3])=[O:22])[CH:16]=2)[O:11][C:10]=1[C:27]1[CH:32]=[CH:31][C:30]([F:33])=[CH:29][CH:28]=1, predict the reactants needed to synthesize it. The reactants are: [N+](=[CH:3][Si](C)(C)C)=[N-].[Br:8][C:9]1[C:17]2[C:12](=[N:13][CH:14]=[C:15]([C:18]3[CH:19]=[C:20]([CH:24]=[CH:25][CH:26]=3)[C:21]([OH:23])=[O:22])[CH:16]=2)[O:11][C:10]=1[C:27]1[CH:32]=[CH:31][C:30]([F:33])=[CH:29][CH:28]=1.C(Cl)Cl.C1COCC1.